From a dataset of Catalyst prediction with 721,799 reactions and 888 catalyst types from USPTO. Predict which catalyst facilitates the given reaction. Reactant: [CH3:1][C:2]1[O:6][N:5]=[C:4]([C:7]2[CH:12]=[CH:11][CH:10]=[CH:9][CH:8]=2)[C:3]=1[CH2:13][OH:14].[H-].[Na+].Cl[C:18]1[CH:19]=[CH:20][C:21]2[N:22]([CH:24]=[N:25][N:26]=2)[N:23]=1. Product: [CH3:1][C:2]1[O:6][N:5]=[C:4]([C:7]2[CH:12]=[CH:11][CH:10]=[CH:9][CH:8]=2)[C:3]=1[CH2:13][O:14][C:18]1[CH:19]=[CH:20][C:21]2[N:22]([CH:24]=[N:25][N:26]=2)[N:23]=1. The catalyst class is: 3.